From a dataset of Forward reaction prediction with 1.9M reactions from USPTO patents (1976-2016). Predict the product of the given reaction. (1) Given the reactants Cl.Cl.[NH:3]1[CH2:8][CH2:7][CH:6]([N:9]2[CH2:13][CH2:12][N:11]([CH2:14][CH2:15][CH2:16][N:17]3[CH2:22][CH2:21][CH2:20][CH2:19][CH2:18]3)[C:10]2=[C:23]([C:26]#[N:27])[C:24]#[N:25])[CH2:5][CH2:4]1.FC(F)(F)S(O[CH2:34][C:35]([F:38])([F:37])[F:36])(=O)=O.C(=O)([O-])[O-].[K+].[K+].O, predict the reaction product. The product is: [N:17]1([CH2:16][CH2:15][CH2:14][N:11]2[CH2:12][CH2:13][N:9]([CH:6]3[CH2:7][CH2:8][N:3]([CH2:34][C:35]([F:38])([F:37])[F:36])[CH2:4][CH2:5]3)[C:10]2=[C:23]([C:24]#[N:25])[C:26]#[N:27])[CH2:22][CH2:21][CH2:20][CH2:19][CH2:18]1. (2) Given the reactants [NH2:1][CH2:2][CH:3]([C:11]1[C:19]2[C:14](=[CH:15][C:16]([NH:20][C:21](=[O:30])[O:22][CH2:23][C:24]3[CH:29]=[CH:28][CH:27]=[CH:26][CH:25]=3)=[CH:17][CH:18]=2)[NH:13][CH:12]=1)[C:4]1[CH:9]=[CH:8][CH:7]=[CH:6][C:5]=1[F:10].O=[CH:32][C:33]([O:35][CH2:36][CH3:37])=[O:34].C1(C)C=CC=CC=1.Cl, predict the reaction product. The product is: [CH2:23]([O:22][C:21]([NH:20][C:16]1[CH:15]=[C:14]2[C:19]([C:11]3[C:3]([C:4]4[CH:9]=[CH:8][CH:7]=[CH:6][C:5]=4[F:10])=[CH:2][N:1]=[C:32]([C:33]([O:35][CH2:36][CH3:37])=[O:34])[C:12]=3[NH:13]2)=[CH:18][CH:17]=1)=[O:30])[C:24]1[CH:25]=[CH:26][CH:27]=[CH:28][CH:29]=1. (3) Given the reactants [NH2:1][CH2:2][CH2:3][C:4]1[CH:18]=[CH:17][C:7]([O:8][C:9]2[CH:16]=[CH:15][C:12]([C:13]#[N:14])=[CH:11][N:10]=2)=[CH:6][CH:5]=1.[CH:19](=O)[C:20]1[CH:25]=[CH:24][CH:23]=[CH:22][CH:21]=1.[BH3-]C#N.[Na+], predict the reaction product. The product is: [CH2:19]([NH:1][CH2:2][CH2:3][C:4]1[CH:5]=[CH:6][C:7]([O:8][C:9]2[CH:16]=[CH:15][C:12]([C:13]#[N:14])=[CH:11][N:10]=2)=[CH:17][CH:18]=1)[C:20]1[CH:25]=[CH:24][CH:23]=[CH:22][CH:21]=1. (4) Given the reactants [CH2:1]([O:8][C:9]1[CH:13]=[C:12](C(OCC)=O)[N:11]([CH2:19][CH2:20][NH:21][C:22]([O:24]C(C)(C)C)=O)[N:10]=1)[C:2]1[CH:7]=[CH:6][CH:5]=[CH:4][CH:3]=1.C([O-])([O-])=O.[Na+].[Na+], predict the reaction product. The product is: [CH2:1]([O:8][C:9]1[CH:13]=[C:12]2[C:22](=[O:24])[NH:21][CH2:20][CH2:19][N:11]2[N:10]=1)[C:2]1[CH:7]=[CH:6][CH:5]=[CH:4][CH:3]=1. (5) The product is: [N:5]1[C:14]2[C:9](=[CH:10][C:11]([C:15]3([NH2:16])[CH2:2][CH2:1]3)=[CH:12][CH:13]=2)[CH:8]=[CH:7][CH:6]=1. Given the reactants [CH2:1]([Mg]Br)[CH3:2].[N:5]1[C:14]2[C:9](=[CH:10][C:11]([C:15]#[N:16])=[CH:12][CH:13]=2)[CH:8]=[CH:7][CH:6]=1.B(F)(F)F.CCOCC.Cl.[OH-].[Na+], predict the reaction product. (6) Given the reactants [CH:1]1([N:4]([CH:15]2[CH2:20][CH2:19][CH:18]([CH2:21]C(OC)=O)[CH2:17][CH2:16]2)[C:5](=[O:14])[C:6]2[CH:11]=[CH:10][C:9]([CH3:12])=[CH:8][C:7]=2[F:13])[CH2:3][CH2:2]1.[CH3:26][Mg]Br.C([O:31][CH2:32][CH3:33])C, predict the reaction product. The product is: [CH:1]1([N:4]([C@H:15]2[CH2:20][CH2:19][C@H:18]([CH2:21][C:32]([OH:31])([CH3:33])[CH3:26])[CH2:17][CH2:16]2)[C:5](=[O:14])[C:6]2[CH:11]=[CH:10][C:9]([CH3:12])=[CH:8][C:7]=2[F:13])[CH2:3][CH2:2]1. (7) Given the reactants [OH-].[Li+].O1CCCC1.[CH3:8][O:9][C:10]1[CH:11]=[C:12]([CH:15]=[CH:16][C:17]=1[N:18]1[CH:22]=[C:21]([CH3:23])[N:20]=[CH:19]1)[CH:13]=O.C(OP([CH:32]1[CH2:40][CH2:39][C@@H:38]2[N:34]([C@H:35]([C:41]3[CH:46]=[CH:45][C:44]([Cl:47])=[CH:43][CH:42]=3)[CH2:36][CH2:37]2)[C:33]1=[O:48])(=O)OCC)C, predict the reaction product. The product is: [Cl:47][C:44]1[CH:43]=[CH:42][C:41]([C@H:35]2[N:34]3[C@H:38]([CH2:39][CH2:40]/[C:32](=[CH:13]\[C:12]4[CH:15]=[CH:16][C:17]([N:18]5[CH:22]=[C:21]([CH3:23])[N:20]=[CH:19]5)=[C:10]([O:9][CH3:8])[CH:11]=4)/[C:33]3=[O:48])[CH2:37][CH2:36]2)=[CH:46][CH:45]=1.